Dataset: Reaction yield outcomes from USPTO patents with 853,638 reactions. Task: Predict the reaction yield, written as a fraction of the theoretical maximum amount of product (1.0 means a 100% yield; for example, 0.34 means a 34% yield). (1) The reactants are [C:1]([C:3]1[CH:4]=[C:5]([CH:8]=[CH:9][CH:10]=1)[CH2:6]Br)#[N:2].[CH2:11]([O:13][P:14]([O:18]CC)[O:15][CH2:16][CH3:17])[CH3:12]. No catalyst specified. The product is [CH2:11]([O:13][P:14]([CH2:6][C:5]1[CH:8]=[CH:9][CH:10]=[C:3]([C:1]#[N:2])[CH:4]=1)(=[O:18])[O:15][CH2:16][CH3:17])[CH3:12]. The yield is 0.791. (2) The reactants are [N:1]1([C:10]2[CH:18]=[CH:17][C:13]([C:14]([OH:16])=O)=[CH:12][C:11]=2[C:19]([F:22])([F:21])[F:20])[C:5]2[CH2:6][CH2:7][CH2:8][CH2:9][C:4]=2[N:3]=[CH:2]1.C[N:24](C(ON1N=NC2C=CC=CC1=2)=[N+](C)C)C.[B-](F)(F)(F)F.[Cl:45][C:46]1[CH:57]=[CH:56][C:49]2[NH:50][C:51]([CH2:53][CH2:54]N)=[N:52][C:48]=2[CH:47]=1.ClCl. The catalyst is O1CCCC1.C(OCC)(=O)C.C(O)C.C(N(CC)CC)C. The product is [Cl:45][C:46]1[CH:57]=[CH:56][C:49]2[NH:50][C:51]([CH:53]([NH:24][C:14](=[O:16])[C:13]3[CH:17]=[CH:18][C:10]([N:1]4[C:5]5[CH2:6][CH2:7][CH2:8][CH2:9][C:4]=5[N:3]=[CH:2]4)=[C:11]([C:19]([F:20])([F:21])[F:22])[CH:12]=3)[CH3:54])=[N:52][C:48]=2[CH:47]=1. The yield is 0.650. (3) The reactants are C(OC([N:8]1[CH2:20][C@@H:19]([CH3:21])[N:18]2[C@H:10]([CH2:11][C:12]3[C:17]2=[N:16][C:15]([CH:22](C(C)(C)C(C)C)O[SiH](C)C)=[C:14]([CH:33]=[O:34])[CH:13]=3)[CH2:9]1)=O)(C)(C)C.[F-].[NH4+]. The catalyst is CO. The product is [NH3:8].[CH3:21][C@@H:19]1[CH2:20][NH:8][CH2:9][C@@H:10]2[N:18]1[C:17]1[N:16]=[C:15]3[CH2:22][O:34][CH2:33][C:14]3=[CH:13][C:12]=1[CH2:11]2. The yield is 0.250. (4) The reactants are [CH2:1]([C:3]1[C:11]2[C:10]([C:12]([O:14][CH2:15][CH3:16])=[O:13])=[CH:9][C:8](O)=[N:7][C:6]=2[NH:5][N:4]=1)[CH3:2].P(Br)(Br)([Br:20])=O. The catalyst is C(#N)C. The product is [Br:20][C:8]1[CH:9]=[C:10]([C:12]([O:14][CH2:15][CH3:16])=[O:13])[C:11]2[C:3]([CH2:1][CH3:2])=[N:4][NH:5][C:6]=2[N:7]=1. The yield is 0.685. (5) The reactants are [Cl:1][C:2]1[C:3]2[N:4]([N:18]=[CH:19][CH:20]=2)[C:5]([C:11]2[CH:16]=[CH:15][CH:14]=[C:13]([F:17])[CH:12]=2)=[C:6]([CH:8]([NH2:10])[CH3:9])[CH:7]=1.Br[C:22]1[N:30]=[CH:29][N:28]=[C:27]2[C:23]=1[N:24]=[CH:25][N:26]2C1CCCCO1.C(O)C.C(N(CC)C(C)C)(C)C. The catalyst is Cl.O1CCOCC1. The product is [Cl:1][C:2]1[C:3]2[N:4]([N:18]=[CH:19][CH:20]=2)[C:5]([C:11]2[CH:16]=[CH:15][CH:14]=[C:13]([F:17])[CH:12]=2)=[C:6]([CH:8]([NH:10][C:22]2[N:30]=[CH:29][N:28]=[C:27]3[C:23]=2[N:24]=[CH:25][NH:26]3)[CH3:9])[CH:7]=1. The yield is 0.470. (6) The yield is 0.430. The product is [CH3:1][O:2][C:3](=[O:29])[CH:4]([CH2:24][CH:25]=[CH:26][CH2:27][P:33]([O:34][CH2:35][CH3:36])([O:32][CH2:30][CH3:31])=[O:37])[CH2:5][C:6]([CH3:23])=[CH:7][CH2:8][C:9]1[C:10]([OH:22])=[C:11]2[C:15](=[C:16]([CH3:20])[C:17]=1[O:18][CH3:19])[CH2:14][O:13][C:12]2=[O:21]. The catalyst is C1(C)C=CC=CC=1. The reactants are [CH3:1][O:2][C:3](=[O:29])[CH:4]([CH2:24][CH:25]=[CH:26][CH2:27]Br)[CH2:5][C:6]([CH3:23])=[CH:7][CH2:8][C:9]1[C:10]([OH:22])=[C:11]2[C:15](=[C:16]([CH3:20])[C:17]=1[O:18][CH3:19])[CH2:14][O:13][C:12]2=[O:21].[CH2:30]([O:32][P:33]([O:37]CC)[O:34][CH2:35][CH3:36])[CH3:31]. (7) The reactants are [NH2:1][C:2]1[N:7]=[CH:6][N:5]=[C:4]([NH:8][C@H:9]([C:11]2[N:16]([C:17]3[CH:22]=[CH:21][CH:20]=[CH:19][CH:18]=3)[C:15](=[O:23])[C:14]3=[C:24]([CH3:27])[CH:25]=[CH:26][N:13]3[N:12]=2)[CH3:10])[C:3]=1I.[F:29][C:30]1[CH:31]=[C:32](B(O)O)[CH:33]=[C:34]([O:37][CH3:38])[C:35]=1[F:36].C(=O)([O-])[O-].[Na+].[Na+]. The catalyst is O1CCOCC1.C(OCC)(=O)C. The product is [NH2:1][C:2]1[N:7]=[CH:6][N:5]=[C:4]([NH:8][C@H:9]([C:11]2[N:16]([C:17]3[CH:22]=[CH:21][CH:20]=[CH:19][CH:18]=3)[C:15](=[O:23])[C:14]3=[C:24]([CH3:27])[CH:25]=[CH:26][N:13]3[N:12]=2)[CH3:10])[C:3]=1[C:32]1[CH:33]=[C:34]([O:37][CH3:38])[C:35]([F:36])=[C:30]([F:29])[CH:31]=1. The yield is 0.530.